This data is from Full USPTO retrosynthesis dataset with 1.9M reactions from patents (1976-2016). The task is: Predict the reactants needed to synthesize the given product. (1) Given the product [CH3:20][N:15]1[CH:14]=[C:13]([CH3:16])[N:12]=[C:11]1[C:8]1[CH:9]=[C:10]2[C:5]([C:4]([CH3:17])([CH3:18])[C:3](=[O:19])[N:2]2[CH3:1])=[CH:6][CH:7]=1, predict the reactants needed to synthesize it. The reactants are: [CH3:1][N:2]1[C:10]2[C:5](=[CH:6][CH:7]=[C:8]([C:11]3[NH:12][C:13]([CH3:16])=[CH:14][N:15]=3)[CH:9]=2)[C:4]([CH3:18])([CH3:17])[C:3]1=[O:19].[C:20](=O)([O-])[O-].[Cs+].[Cs+].IC. (2) Given the product [NH2:26][C:11]1[N:10]([CH:2]2[CH2:3][C:4]3[C:9](=[CH:8][CH:7]=[CH:6][CH:5]=3)[CH2:1]2)[C:19](=[O:20])[C:18]2[C:13](=[CH:14][C:15]([C:21]([F:24])([F:23])[F:22])=[CH:16][CH:17]=2)[N:12]=1, predict the reactants needed to synthesize it. The reactants are: [CH2:1]1[C:9]2[C:4](=[CH:5][CH:6]=[CH:7][CH:8]=2)[CH2:3][CH:2]1[N:10]1[C:19](=[O:20])[C:18]2[C:13](=[CH:14][C:15]([C:21]([F:24])([F:23])[F:22])=[CH:16][CH:17]=2)[NH:12][C:11]1=S.[NH2:26]O.C(OO)(C)(C)C.O. (3) Given the product [C:1]([O:5][C:6]([N:7]1[CH2:26][CH2:25][C:24](=[O:27])[N:10]([CH:11]2[CH2:16][CH2:15][N:14]([CH2:17][C:18]3[CH:23]=[CH:22][CH:21]=[CH:20][CH:19]=3)[CH2:13][CH2:12]2)[CH2:9][CH2:8]1)=[O:28])([CH3:4])([CH3:2])[CH3:3], predict the reactants needed to synthesize it. The reactants are: [C:1]([O:5][C:6](=[O:28])[NH:7][CH2:8][CH2:9][N:10]([C:24](=[O:27])[CH:25]=[CH2:26])[CH:11]1[CH2:16][CH2:15][N:14]([CH2:17][C:18]2[CH:23]=[CH:22][CH:21]=[CH:20][CH:19]=2)[CH2:13][CH2:12]1)([CH3:4])([CH3:3])[CH3:2].CC(C)([O-])C.[K+]. (4) The reactants are: I[CH2:2][CH2:3][CH2:4][CH3:5].O[C:7]1[CH:8]=[C:9]([CH:12]=[CH:13][C:14]=1[I:15])[CH:10]=[O:11].C(=O)([O-])[O-:17].[K+].[K+]. Given the product [CH3:2][CH2:3][CH:4]([O:11][C:10](=[O:17])[C:9]1[CH:12]=[CH:13][C:14]([I:15])=[CH:7][CH:8]=1)[CH3:5], predict the reactants needed to synthesize it. (5) Given the product [CH3:61][O:60][C:58]([C@@H:56]1[CH2:57][C@@H:53]2[CH2:54][N:55]1[C:75](=[O:76])[C@H:74]([C:78]1([CH3:84])[CH2:79][CH2:80][CH2:81][CH2:82][CH2:83]1)[NH:73][C:71](=[O:72])[O:70][C@@H:68]1[CH2:69][C@H:67]1[CH2:66][CH2:65][CH2:64][C:63]#[C:62][C:43]1[C:44]([O:52]2)=[N:45][C:46]2[CH:47]=[CH:48][CH:49]=[CH:50][C:51]=2[C:42]=1[O:41][CH2:34][C:35]1[CH:40]=[CH:39][CH:38]=[CH:37][CH:36]=1)=[O:59], predict the reactants needed to synthesize it. The reactants are: CN(C(ON1N=NC2C=CC=NC1=2)=[N+](C)C)C.F[P-](F)(F)(F)(F)F.C(N(CC)C(C)C)(C)C.[CH2:34]([O:41][C:42]1[C:51]2[C:46](=[CH:47][CH:48]=[CH:49][CH:50]=2)[N:45]=[C:44]([O:52][C@@H:53]2[CH2:57][C@@H:56]([C:58]([O:60][CH3:61])=[O:59])[NH:55][CH2:54]2)[C:43]=1[C:62]#[C:63][CH2:64][CH2:65][CH2:66][C@@H:67]1[CH2:69][C@H:68]1[O:70][C:71]([NH:73][C@@H:74]([C:78]1([CH3:84])[CH2:83][CH2:82][CH2:81][CH2:80][CH2:79]1)[C:75](O)=[O:76])=[O:72])[C:35]1[CH:40]=[CH:39][CH:38]=[CH:37][CH:36]=1. (6) Given the product [CH3:24][NH:25][C:3]([C:5]1[C:14]([OH:15])=[C:13]2[C:8]([CH:9]=[CH:10][C:11](=[O:23])[N:12]2[CH2:16][C:17]2[CH:22]=[CH:21][CH:20]=[CH:19][CH:18]=2)=[CH:7][N:6]=1)=[O:2], predict the reactants needed to synthesize it. The reactants are: C[O:2][C:3]([C:5]1[C:14]([OH:15])=[C:13]2[C:8]([CH:9]=[CH:10][C:11](=[O:23])[N:12]2[CH2:16][C:17]2[CH:22]=[CH:21][CH:20]=[CH:19][CH:18]=2)=[CH:7][N:6]=1)=O.[CH3:24][NH2:25]. (7) Given the product [CH3:19][N:10]1[CH2:9][CH2:8][CH2:7][N:6]([C:11]([O:13][C:14]([CH3:17])([CH3:16])[CH3:15])=[O:12])[CH2:5][C:4]1=[O:3], predict the reactants needed to synthesize it. The reactants are: [H-].[Na+].[O:3]=[C:4]1[NH:10][CH2:9][CH2:8][CH2:7][N:6]([C:11]([O:13][C:14]([CH3:17])([CH3:16])[CH3:15])=[O:12])[CH2:5]1.I[CH3:19].